This data is from NCI-60 drug combinations with 297,098 pairs across 59 cell lines. The task is: Regression. Given two drug SMILES strings and cell line genomic features, predict the synergy score measuring deviation from expected non-interaction effect. (1) Drug 1: CC(CN1CC(=O)NC(=O)C1)N2CC(=O)NC(=O)C2. Drug 2: C1CN(CCN1C(=O)CCBr)C(=O)CCBr. Cell line: NCI-H226. Synergy scores: CSS=13.1, Synergy_ZIP=-5.51, Synergy_Bliss=-2.40, Synergy_Loewe=-5.93, Synergy_HSA=-0.0698. (2) Drug 1: C1CCC(CC1)NC(=O)N(CCCl)N=O. Drug 2: CC1=C2C(C(=O)C3(C(CC4C(C3C(C(C2(C)C)(CC1OC(=O)C(C(C5=CC=CC=C5)NC(=O)C6=CC=CC=C6)O)O)OC(=O)C7=CC=CC=C7)(CO4)OC(=O)C)O)C)OC(=O)C. Cell line: MOLT-4. Synergy scores: CSS=23.4, Synergy_ZIP=-4.04, Synergy_Bliss=-10.2, Synergy_Loewe=-16.0, Synergy_HSA=-8.98. (3) Drug 1: CC1=C(C=C(C=C1)NC2=NC=CC(=N2)N(C)C3=CC4=NN(C(=C4C=C3)C)C)S(=O)(=O)N.Cl. Drug 2: CCC1=C2CN3C(=CC4=C(C3=O)COC(=O)C4(CC)O)C2=NC5=C1C=C(C=C5)O. Cell line: DU-145. Synergy scores: CSS=30.8, Synergy_ZIP=0.556, Synergy_Bliss=0.367, Synergy_Loewe=-54.9, Synergy_HSA=-0.806. (4) Drug 1: CS(=O)(=O)C1=CC(=C(C=C1)C(=O)NC2=CC(=C(C=C2)Cl)C3=CC=CC=N3)Cl. Drug 2: CCCCCOC(=O)NC1=NC(=O)N(C=C1F)C2C(C(C(O2)C)O)O. Cell line: A549. Synergy scores: CSS=4.94, Synergy_ZIP=-1.58, Synergy_Bliss=-0.870, Synergy_Loewe=-6.41, Synergy_HSA=-2.68. (5) Cell line: HOP-92. Synergy scores: CSS=4.27, Synergy_ZIP=5.67, Synergy_Bliss=3.49, Synergy_Loewe=2.92, Synergy_HSA=2.52. Drug 1: CC(C)(C#N)C1=CC(=CC(=C1)CN2C=NC=N2)C(C)(C)C#N. Drug 2: C1=NNC2=C1C(=O)NC=N2. (6) Drug 1: CCN(CC)CCCC(C)NC1=C2C=C(C=CC2=NC3=C1C=CC(=C3)Cl)OC. Drug 2: CC(C)CN1C=NC2=C1C3=CC=CC=C3N=C2N. Cell line: 786-0. Synergy scores: CSS=36.6, Synergy_ZIP=-2.72, Synergy_Bliss=0.752, Synergy_Loewe=1.44, Synergy_HSA=0.174. (7) Drug 1: C1=CC(=CC=C1CC(C(=O)O)N)N(CCCl)CCCl.Cl. Drug 2: CCC(=C(C1=CC=CC=C1)C2=CC=C(C=C2)OCCN(C)C)C3=CC=CC=C3.C(C(=O)O)C(CC(=O)O)(C(=O)O)O. Cell line: CAKI-1. Synergy scores: CSS=26.2, Synergy_ZIP=-10.8, Synergy_Bliss=-1.68, Synergy_Loewe=-7.13, Synergy_HSA=1.65. (8) Drug 1: CC1OCC2C(O1)C(C(C(O2)OC3C4COC(=O)C4C(C5=CC6=C(C=C35)OCO6)C7=CC(=C(C(=C7)OC)O)OC)O)O. Drug 2: CN(C)N=NC1=C(NC=N1)C(=O)N. Cell line: NCI-H460. Synergy scores: CSS=54.2, Synergy_ZIP=4.21, Synergy_Bliss=6.36, Synergy_Loewe=-1.23, Synergy_HSA=9.03. (9) Drug 1: C1CN1P(=S)(N2CC2)N3CC3. Drug 2: CC1C(C(CC(O1)OC2CC(CC3=C2C(=C4C(=C3O)C(=O)C5=CC=CC=C5C4=O)O)(C(=O)C)O)N)O. Cell line: MDA-MB-231. Synergy scores: CSS=41.8, Synergy_ZIP=-3.76, Synergy_Bliss=-1.88, Synergy_Loewe=-16.6, Synergy_HSA=0.416.